From a dataset of hERG potassium channel inhibition data for cardiac toxicity prediction from Karim et al.. Regression/Classification. Given a drug SMILES string, predict its toxicity properties. Task type varies by dataset: regression for continuous values (e.g., LD50, hERG inhibition percentage) or binary classification for toxic/non-toxic outcomes (e.g., AMES mutagenicity, cardiotoxicity, hepatotoxicity). Dataset: herg_karim. (1) The drug is O=S1(=O)CCC(Oc2ccc3c(c2)CCC2(CCN(C4CCC4)CC2)O3)CC1. The result is 1 (blocker). (2) The compound is COc1cc(C(=O)NC[C@@H](O)CN2CCC(Oc3ccc(Cl)c(Cl)c3)CC2)ccc1N. The result is 1 (blocker). (3) The result is 1 (blocker). The molecule is COc1ccc(C(=O)N(c2ccc(C)cn2)C2CCN(c3cc(N)ccn3)CC2)cc1. (4) The drug is CC(C)N(C)[C@@H]1CC[C@H](N2CC[C@H](NC(=O)c3cccc(C(C)(C)C)n3)C2=O)[C@H](CS(C)(=O)=O)C1. The result is 0 (non-blocker). (5) The drug is CC(C)[C@@]1(C)OC(c2cccc(F)c2F)N(CC(=O)Nc2ccc3c(c2)C[C@@]2(C3)C(=O)NC(=O)N2C)C1=O. The result is 0 (non-blocker). (6) The drug is Cc1n[nH]c(C)c1C(=O)N[C@@H]1CC(C)(C)Oc2nc(-c3ccc(Cl)cc3Cl)c(-c3ccc(Cl)cc3)cc21. The result is 1 (blocker). (7) The molecule is CCOC(=O)CN[C@@H](C(=O)N1CC[C@H]1C(=O)N(C)c1ccc(C(=N)NO)cc1)C1CCCCC1. The result is 0 (non-blocker).